From a dataset of Reaction yield outcomes from USPTO patents with 853,638 reactions. Predict the reaction yield, written as a fraction of the theoretical maximum amount of product (1.0 means a 100% yield; for example, 0.34 means a 34% yield). (1) The reactants are [F:1][C:2]([C:5]([C:7](F)(F)F)=[O:6])([F:4])[F:3].FC(F)(F)[C:13]([O:15][C:16](=[O:21])[C:17](F)(F)F)=O.N1C=[CH:28][CH:27]=[CH:26][CH:25]=1.O. The catalyst is C(Cl)Cl. The product is [CH3:13][O:15][C:16](=[O:21])[CH2:17][CH2:25][CH2:26][CH2:27][CH2:28][CH2:7][C:5](=[O:6])[C:2]([F:4])([F:3])[F:1]. The yield is 0.490. (2) The reactants are [Cl-].O[NH3+:3].[C:4](=[O:7])([O-])[OH:5].[Na+].CS(C)=O.[F:13][C:14]1[CH:19]=[C:18]([CH2:20][N:21]2[C:26](=[O:27])[C:25]([C:28]3[CH:33]=[CH:32][C:31]([O:34][CH:35]([CH3:37])[CH3:36])=[CH:30][CH:29]=3)=[C:24]([CH3:38])[N:23]=[C:22]2[CH2:39][CH2:40][CH3:41])[CH:17]=[CH:16][C:15]=1[C:42]1[C:43]([C:48]#[N:49])=[CH:44][CH:45]=[CH:46][CH:47]=1. The catalyst is C(OCC)(=O)C. The product is [F:13][C:14]1[CH:19]=[C:18]([CH2:20][N:21]2[C:26](=[O:27])[C:25]([C:28]3[CH:29]=[CH:30][C:31]([O:34][CH:35]([CH3:37])[CH3:36])=[CH:32][CH:33]=3)=[C:24]([CH3:38])[N:23]=[C:22]2[CH2:39][CH2:40][CH3:41])[CH:17]=[CH:16][C:15]=1[C:42]1[CH:47]=[CH:46][CH:45]=[CH:44][C:43]=1[C:48]1[NH:3][C:4](=[O:7])[O:5][N:49]=1. The yield is 0.450.